This data is from Forward reaction prediction with 1.9M reactions from USPTO patents (1976-2016). The task is: Predict the product of the given reaction. (1) Given the reactants [CH3:1][O:2][C:3]1[N:8]=[CH:7][C:6]([N:9]2[C:13]([C:14]3[CH:18]=[CH:17][NH:16][CH:15]=3)=[CH:12][C:11]([C:19]([OH:21])=O)=[N:10]2)=[CH:5][CH:4]=1.Cl.[CH3:23][NH:24][CH3:25], predict the reaction product. The product is: [CH3:23][N:24]([CH3:25])[C:19]([C:11]1[CH:12]=[C:13]([C:14]2[CH:18]=[CH:17][NH:16][CH:15]=2)[N:9]([C:6]2[CH:7]=[N:8][C:3]([O:2][CH3:1])=[CH:4][CH:5]=2)[N:10]=1)=[O:21]. (2) Given the reactants [Cl:1][C:2]1[CH:3]=[C:4]2[C:8](=[CH:9][CH:10]=1)[N:7]([CH2:11][C:12]([OH:14])=[O:13])[C:6]([CH3:15])=[CH:5]2.[C:16](=O)([O-])[O-].[K+].[K+].BrCC(OC)=O, predict the reaction product. The product is: [CH3:16][O:13][C:12](=[O:14])[CH2:11][N:7]1[C:8]2[C:4](=[CH:3][C:2]([Cl:1])=[CH:10][CH:9]=2)[CH:5]=[C:6]1[CH3:15]. (3) Given the reactants [O-:1][C:2]([CH2:4][CH2:5][CH2:6][CH2:7][CH2:8][CH2:9][CH2:10][CH2:11][CH3:12])=[O:3].[Na+].[C:14]([O-:27])(=[O:26])[CH2:15][CH2:16][CH2:17][CH2:18][CH2:19][CH2:20][CH2:21][CH2:22][CH2:23][CH2:24][CH3:25].[Na+].C(O)[C@H]([C@H]([C@@H]([C@@H](CO)O)O)O)O, predict the reaction product. The product is: [O-:3][C:2]([CH2:4][CH2:5][CH2:6][CH2:7][CH2:8][CH2:9][CH2:10][CH2:11][CH3:12])=[O:1].[C:14]([O-:27])(=[O:26])[CH2:15][CH2:16][CH2:17][CH2:18][CH2:19][CH2:20][CH2:21][CH2:22][CH2:23][CH2:24][CH3:25]. (4) Given the reactants [N+:1]([C:4]1[CH:5]=[C:6]2[CH2:12][C@@:11]3([CH:17]4[CH2:18][CH2:19][N:14]([CH2:15][CH2:16]4)[CH2:13]3)[O:10][C:7]2=[N:8][CH:9]=1)([O-])=O, predict the reaction product. The product is: [NH2:1][C:4]1[CH:5]=[C:6]2[CH2:12][C@@:11]3([CH:17]4[CH2:16][CH2:15][N:14]([CH2:19][CH2:18]4)[CH2:13]3)[O:10][C:7]2=[N:8][CH:9]=1. (5) Given the reactants [F:1][C:2]([F:29])([F:28])[C@H:3]1[CH2:8][CH2:7][C@H:6]([NH:9][C:10](=[O:27])[C:11]2[CH:16]=[C:15]([NH2:17])[C:14]([NH:18][CH3:19])=[CH:13][C:12]=2[N:20]2[CH2:24][CH2:23][C:22]([F:26])([F:25])[CH2:21]2)[CH2:5][CH2:4]1.[Cl:30][C:31]1[C:44]([N:45]=[C:46]=S)=[C:43]([Cl:48])[CH:42]=[CH:41][C:32]=1[CH2:33][NH:34][C:35](=[O:40])[C:36]([CH3:39])([CH3:38])[CH3:37].CC(C)N=C=NC(C)C, predict the reaction product. The product is: [F:29][C:2]([F:1])([F:28])[C@H:3]1[CH2:8][CH2:7][C@H:6]([NH:9][C:10]([C:11]2[C:12]([N:20]3[CH2:24][CH2:23][C:22]([F:26])([F:25])[CH2:21]3)=[CH:13][C:14]3[N:18]([CH3:19])[C:46]([NH:45][C:44]4[C:43]([Cl:48])=[CH:42][CH:41]=[C:32]([CH2:33][NH:34][C:35](=[O:40])[C:36]([CH3:39])([CH3:38])[CH3:37])[C:31]=4[Cl:30])=[N:17][C:15]=3[CH:16]=2)=[O:27])[CH2:5][CH2:4]1. (6) The product is: [F:37][C:29]1[CH:28]=[C:27]([C@@:12]([NH:11][C:10]2[NH:9][C:1]([C:2]3[CH:3]=[CH:4][CH:5]=[CH:6][CH:7]=3)=[N:41][N:40]=2)([C:20]2[CH:21]=[CH:22][C:23]([F:26])=[CH:24][CH:25]=2)[CH2:13][C:14]2[CH:19]=[CH:18][CH:17]=[CH:16][CH:15]=2)[CH:32]=[C:31]([C:33]([F:34])([F:35])[F:36])[CH:30]=1. Given the reactants [C:1](/[N:9]=[C:10](\SC)/[NH:11][C@:12]([C:27]1[CH:32]=[C:31]([C:33]([F:36])([F:35])[F:34])[CH:30]=[C:29]([F:37])[CH:28]=1)([C:20]1[CH:25]=[CH:24][C:23]([F:26])=[CH:22][CH:21]=1)[CH2:13][C:14]1[CH:19]=[CH:18][CH:17]=[CH:16][CH:15]=1)(=O)[C:2]1[CH:7]=[CH:6][CH:5]=[CH:4][CH:3]=1.[NH2:40][NH2:41], predict the reaction product. (7) Given the reactants [Br:1][C:2]1[CH:3]=[C:4]2[CH:10]=[CH:9][NH:8][C:5]2=[N:6][CH:7]=1.[N+:11]([O-])([OH:13])=[O:12], predict the reaction product. The product is: [Br:1][C:2]1[CH:3]=[C:4]2[C:10]([N+:11]([O-:13])=[O:12])=[CH:9][NH:8][C:5]2=[N:6][CH:7]=1. (8) Given the reactants [F:1][C:2]([F:12])([F:11])[C:3]1[CH:8]=[CH:7][CH:6]=[C:5]([NH2:9])[C:4]=1[NH2:10].[CH3:13][O:14][C:15]1[CH:16]=[C:17]([C:21](=O)[C:22](=O)[CH3:23])[CH:18]=[CH:19][CH:20]=1, predict the reaction product. The product is: [CH3:13][O:14][C:15]1[CH:16]=[C:17]([C:21]2[C:22]([CH3:23])=[N:10][C:4]3[C:5](=[CH:6][CH:7]=[CH:8][C:3]=3[C:2]([F:11])([F:12])[F:1])[N:9]=2)[CH:18]=[CH:19][CH:20]=1.